This data is from Full USPTO retrosynthesis dataset with 1.9M reactions from patents (1976-2016). The task is: Predict the reactants needed to synthesize the given product. The reactants are: [F:1][C:2]1[CH:32]=[CH:31][C:5]([CH2:6][NH:7][C:8]([C:10]2[N:15]=[C:14]([CH3:16])[N:13]=[C:12]([C:17]3[CH2:21][C@@H:20]([C@H:22]4[CH2:27][O:26][C@H:25]([C:28]([OH:30])=[O:29])[CH2:24][O:23]4)[O:19][N:18]=3)[CH:11]=2)=[O:9])=[CH:4][C:3]=1[O:33][CH3:34].[C:35](=O)([O-])[O-].[K+].[K+].IC. Given the product [F:1][C:2]1[CH:32]=[CH:31][C:5]([CH2:6][NH:7][C:8]([C:10]2[N:15]=[C:14]([CH3:16])[N:13]=[C:12]([C:17]3[CH2:21][C@@H:20]([C@H:22]4[CH2:27][O:26][C@H:25]([C:28]([O:30][CH3:35])=[O:29])[CH2:24][O:23]4)[O:19][N:18]=3)[CH:11]=2)=[O:9])=[CH:4][C:3]=1[O:33][CH3:34], predict the reactants needed to synthesize it.